From a dataset of Forward reaction prediction with 1.9M reactions from USPTO patents (1976-2016). Predict the product of the given reaction. Given the reactants C([Li])CCC.Br[C:7]1[CH:8]=[N:9][CH:10]=[CH:11][CH:12]=1.[O:13]=[CH:14][C:15](=[CH2:17])[CH3:16].[Cl-].[NH4+], predict the reaction product. The product is: [CH3:17][C:15](=[CH2:16])[CH:14]([C:7]1[CH:8]=[N:9][CH:10]=[CH:11][CH:12]=1)[OH:13].